From a dataset of NCI-60 drug combinations with 297,098 pairs across 59 cell lines. Regression. Given two drug SMILES strings and cell line genomic features, predict the synergy score measuring deviation from expected non-interaction effect. Drug 1: CC1=CC2C(CCC3(C2CCC3(C(=O)C)OC(=O)C)C)C4(C1=CC(=O)CC4)C. Drug 2: C1CN(P(=O)(OC1)NCCCl)CCCl. Cell line: NCI-H522. Synergy scores: CSS=2.42, Synergy_ZIP=-0.579, Synergy_Bliss=1.67, Synergy_Loewe=1.98, Synergy_HSA=1.92.